This data is from Full USPTO retrosynthesis dataset with 1.9M reactions from patents (1976-2016). The task is: Predict the reactants needed to synthesize the given product. (1) Given the product [CH2:1]([C:8]1[S:12][C:11]([NH:13][C:14]([C:16]2[CH:17]=[CH:18][C:19]([CH:22]3[CH2:27][CH2:26][CH:25]([C:28]([OH:30])=[O:29])[CH2:24][CH2:23]3)=[CH:20][CH:21]=2)=[O:15])=[N:10][N:9]=1)[C:2]1[CH:7]=[CH:6][CH:5]=[CH:4][CH:3]=1, predict the reactants needed to synthesize it. The reactants are: [CH2:1]([C:8]1[S:12][C:11]([NH:13][C:14]([C:16]2[CH:21]=[CH:20][C:19]([CH:22]3[CH2:27][CH2:26][CH:25]([C:28]([O:30]C(C)(C)C)=[O:29])[CH2:24][CH2:23]3)=[CH:18][CH:17]=2)=[O:15])=[N:10][N:9]=1)[C:2]1[CH:7]=[CH:6][CH:5]=[CH:4][CH:3]=1.FC(F)(F)C(O)=O. (2) Given the product [Cl:1][C:2]1[CH:3]=[C:4]([N:9]([CH2:24][C:25]2[CH:30]=[CH:29][C:28]([O:31][CH3:32])=[C:27]([O:33][CH3:34])[CH:26]=2)[C:10]2[C:19]3[C:14](=[CH:15][C:16]([O:48][CH2:43][CH2:42][CH2:41][N:35]4[CH2:40][CH2:39][O:38][CH2:37][CH2:36]4)=[C:17]([N+:20]([O-:22])=[O:21])[CH:18]=3)[N:13]=[CH:12][N:11]=2)[CH:5]=[CH:6][C:7]=1[F:8], predict the reactants needed to synthesize it. The reactants are: [Cl:1][C:2]1[CH:3]=[C:4]([N:9]([CH2:24][C:25]2[CH:30]=[CH:29][C:28]([O:31][CH3:32])=[C:27]([O:33][CH3:34])[CH:26]=2)[C:10]2[C:19]3[C:14](=[CH:15][C:16](F)=[C:17]([N+:20]([O-:22])=[O:21])[CH:18]=3)[N:13]=[CH:12][N:11]=2)[CH:5]=[CH:6][C:7]=1[F:8].[N:35]1([CH:41](O)[CH2:42][CH3:43])[CH2:40][CH2:39][O:38][CH2:37][CH2:36]1.CC(C)([O-:48])C.[K+].